Dataset: Experimentally validated miRNA-target interactions with 360,000+ pairs, plus equal number of negative samples. Task: Binary Classification. Given a miRNA mature sequence and a target amino acid sequence, predict their likelihood of interaction. (1) The miRNA is hsa-miR-30a-3p with sequence CUUUCAGUCGGAUGUUUGCAGC. The protein sequence of the target gene is MEAREPGRPTPTYHLVPNTSQSQVEEDVSSPPQRSSETMQLKKEISLLNGVSLVVGNMIGSGIFVSPKGVLVHTASYGMSLIVWAIGGLFSVVGALCYAELGTTITKSGASYAYILEAFGGFIAFIRLWVSLLVVEPTGQAIIAITFANYIIQPSFPSCDPPYLACRLLAAACICLLTFVNCAYVKWGTRVQDTFTYAKVVALIAIIVMGLVKLCQGHSEHFQDAFEGSSWDMGNLSLALYSALFSYSGWDTLNFVTEEIKNPERNLPLAIGISMPIVTLIYILTNVAYYTVLNISDVLS.... Result: 1 (interaction). (2) The miRNA is hsa-miR-766-3p with sequence ACUCCAGCCCCACAGCCUCAGC. The protein sequence of the target gene is MAPRDSAEPLPPLSPQAWAWSGKFLAMGALAGFSVLSLLTYGYLCWGQDLEEEGSLKAQVDERPEAGTAGTSQPHLIFILADDQGFRDVGYHGSEIKTPTLDKLAAEGVKLENYYVQPICTPSRSQFITGKYQIHTGLQHSIIRPTQPNCLPLDNATLPQKLKEVGYSTHMVGKWHLGFYRKDCMPTKRGFDTFFGSLLGSGDYYTHYKCDSPGVCGYDLYENDNAAWDYDNGIYSTQMYTQRVQQILATHDPTKPLFLYVAYQAVHSPLQAPGRYFEHYRSIININRRRYAAMLSCLDE.... Result: 0 (no interaction). (3) The miRNA is hsa-miR-374c-3p with sequence CACUUAGCAGGUUGUAUUAUAU. The protein sequence of the target gene is MSGFLEGLRCSECIDWGEKRNTIASIAAGVLFFTGWWIIIDAAVIYPTMKDFNHSYHACGVIATIAFLMINAVSNGQVRGDSYSEGCLGQTGARIWLFVGFMLAFGSLIASMWILFGGYVAKEKDIVYPGIAVFFQNAFIFFGGLVFKFGRTEDLWQ. Result: 1 (interaction). (4) The protein sequence of the target gene is MSSDFEGYEQDFAVLTAEITSKIARVPRLPPDEKKQMVANVEKQLEEARELLEQMDLEVREIPPQSRGMYSNRMRSYKQEMGKLETDFKRSRIAYSDEVRNELLGDAGNSSENQRAHLLDNTERLERSSRRLEAGYQIAVETEQIGQEMLENLSHDREKIQRARDRLRDADANLGKSSRILTGMLRRIIQNRILLVILGIIVVIAILTAIAFFVKGH. Result: 0 (no interaction). The miRNA is hsa-miR-6825-3p with sequence GCGCUGACCCGCCUUCUCCGCA. (5) The miRNA is mmu-miR-125b-5p with sequence UCCCUGAGACCCUAACUUGUGA. The protein sequence of the target gene is MVPAAGRRPPRVMRLLGWWQVLLWVLGLPVRGVEVAEESGRLWSEEQPAHPLQVGAVYLGEEELLHDPMGQDRAAEEANAVLGLDTQGDHMVMLSVIPGEAEDKVSSEPSGVTCGAGGAEDSRCNVRESLFSLDGAGAHFPDREEEYYTEPEVAESDAAPTEDSNNTESLKSPKVNCEERNITGLENFTLKILNMSQDLMDFLNPNGSDCTLVLFYTPWCRFSASLAPHFNSLPRAFPALHFLALDASQHSSLSTRFGTVAVPNILLFQGAKPMARFNHTDRTLETLKIFIFNQTGIEAK.... Result: 0 (no interaction). (6) Result: 0 (no interaction). The protein sequence of the target gene is MTTTQDWIMIGGYGPESYNQQSSYQRALLEAAKDKMTEAISANLDLDLISNRFIVADFGCASGPNTFVAVQNIIDAVEEKYLRETGQNPEDNIEFQVLFNDLRINDFNTLFQTLPPGRRYFSAGVPGSFFNRVLPKQSFHIAVMSYAFLFTSKIPKGIMDRDSPLWNKDMQCTGFNPAVKKAYLEQYSIDTKNLLDARAEELMPGGLMLLLGSCMRDGVKMSETLKGTVMDFIGESLNDLAQKGVTEQEKVDTFKTSIYFAEQGEIRQIIEENGKFTIEAFEDIIHSKNEFPLDPKTLAI.... The miRNA is hsa-miR-6826-5p with sequence UCAAUAGGAAAGAGGUGGGACCU.